This data is from Reaction yield outcomes from USPTO patents with 853,638 reactions. The task is: Predict the reaction yield, written as a fraction of the theoretical maximum amount of product (1.0 means a 100% yield; for example, 0.34 means a 34% yield). (1) The reactants are [C:1]([O:5][C:6]([NH:8][C:9](=[CH:14][C:15]1[CH:20]=[CH:19][C:18]([C:21]2[S:22][C:23]([C:26]3[CH:31]=[CH:30][C:29]([O:32][CH2:33][CH2:34][CH2:35][CH2:36][CH2:37][CH2:38][CH3:39])=[CH:28][CH:27]=3)=[CH:24][N:25]=2)=[CH:17][CH:16]=1)[C:10]([O:12][CH3:13])=[O:11])=[O:7])([CH3:4])([CH3:3])[CH3:2].[H][H]. The catalyst is O1CCOCC1.[Pd]. The product is [C:1]([O:5][C:6]([NH:8][CH:9]([CH2:14][C:15]1[CH:20]=[CH:19][C:18]([C:21]2[S:22][C:23]([C:26]3[CH:31]=[CH:30][C:29]([O:32][CH2:33][CH2:34][CH2:35][CH2:36][CH2:37][CH2:38][CH3:39])=[CH:28][CH:27]=3)=[CH:24][N:25]=2)=[CH:17][CH:16]=1)[C:10]([O:12][CH3:13])=[O:11])=[O:7])([CH3:2])([CH3:4])[CH3:3]. The yield is 0.290. (2) The reactants are [NH:1]1[C:5]2[CH:6]=[CH:7][CH:8]=[CH:9][C:4]=2[N:3]=[C:2]1[CH:10]([NH:12][C:13]([NH2:15])=[S:14])[CH3:11].[O-]CC.[Na+].[C:20]([CH2:22][C:23](OCC)=[O:24])#[N:21].S(=O)(=O)(O)O. The catalyst is CCO.O. The product is [NH2:21][C:20]1[N:12]([CH:10]([C:2]2[NH:3][C:4]3[CH:9]=[CH:8][CH:7]=[CH:6][C:5]=3[N:1]=2)[CH3:11])[C:13](=[S:14])[NH:15][C:23](=[O:24])[CH:22]=1. The yield is 0.500.